This data is from Forward reaction prediction with 1.9M reactions from USPTO patents (1976-2016). The task is: Predict the product of the given reaction. (1) Given the reactants [CH2:1]([C:3]1[CH:4]=[C:5]2[C:10](=[CH:11][C:12]=1[OH:13])[O:9][C:8]([C:14]([O-:16])=[O:15])=[C:7]([C:17]1[S:18][CH:19]=[C:20]([CH3:22])[N:21]=1)[C:6]2=[O:23])[CH3:2].[C:24]1(O)[CH:29]=[CH:28][CH:27]=[CH:26][CH:25]=1, predict the reaction product. The product is: [C:24]1([O:15][C:14]([C:8]2[O:9][C:10]3[C:5]([C:6](=[O:23])[C:7]=2[C:17]2[S:18][CH:19]=[C:20]([CH3:22])[N:21]=2)=[CH:4][C:3]([CH2:1][CH3:2])=[C:12]([OH:13])[CH:11]=3)=[O:16])[CH:29]=[CH:28][CH:27]=[CH:26][CH:25]=1. (2) Given the reactants [NH2:1][C:2]1[C:11]([C:12]#[C:13][C:14]2[CH:19]=[CH:18][CH:17]=[C:16]([NH:20][C:21]([C:23]3[O:24][CH:25]=[CH:26][C:27]=3[CH3:28])=[O:22])[CH:15]=2)=[CH:10][C:5]([C:6]([O:8]C)=[O:7])=[CH:4][N:3]=1.[OH-].[K+], predict the reaction product. The product is: [NH2:1][C:2]1[C:11]([C:12]#[C:13][C:14]2[CH:19]=[CH:18][CH:17]=[C:16]([NH:20][C:21]([C:23]3[O:24][CH:25]=[CH:26][C:27]=3[CH3:28])=[O:22])[CH:15]=2)=[CH:10][C:5]([C:6]([OH:8])=[O:7])=[CH:4][N:3]=1. (3) Given the reactants [O:1]=[C:2]1[N:7]2[CH:8]=[N:9][CH:10]=[C:6]2[CH2:5][CH2:4][NH:3]1.[H-].[Na+].I[CH2:14][CH3:15], predict the reaction product. The product is: [CH2:14]([N:3]1[CH2:4][CH2:5][C:6]2=[CH:10][N:9]=[CH:8][N:7]2[C:2]1=[O:1])[CH3:15]. (4) Given the reactants [C:1]1([NH:7][C:8]([NH2:10])=[S:9])[CH:6]=[CH:5][CH:4]=[CH:3][CH:2]=1.Cl[CH:12]([C:18](=O)[CH3:19])[C:13]([O:15][CH2:16][CH3:17])=[O:14], predict the reaction product. The product is: [CH3:19][C:18]1[N:10]=[C:8]([NH:7][C:1]2[CH:6]=[CH:5][CH:4]=[CH:3][CH:2]=2)[S:9][C:12]=1[C:13]([O:15][CH2:16][CH3:17])=[O:14]. (5) Given the reactants [CH2:1]1[CH2:11][C:9](=O)[C:4]2[CH:5]=[CH:6][CH:7]=[N:8][C:3]=2[CH2:2]1.Cl.[NH2:13][OH:14].C([O-])(=O)C.[Na+], predict the reaction product. The product is: [N:8]1[C:3]2[CH2:2][CH2:1][CH2:11][C:9](=[N:13][OH:14])[C:4]=2[CH:5]=[CH:6][CH:7]=1. (6) Given the reactants [F:1][C:2]1[CH:3]=[N:4][CH:5]=[C:6]([CH:10]=1)[C:7]([OH:9])=O.[CH3:11][Mg]Br.C1COCC1.C1(C)C=CC=CC=1.Cl, predict the reaction product. The product is: [F:1][C:2]1[CH:10]=[C:6]([C:7](=[O:9])[CH3:11])[CH:5]=[N:4][CH:3]=1.